This data is from Forward reaction prediction with 1.9M reactions from USPTO patents (1976-2016). The task is: Predict the product of the given reaction. (1) Given the reactants [C:1]1([CH2:7][CH2:8][CH2:9][CH2:10][C:11]([OH:13])=O)[CH:6]=[CH:5][CH:4]=[CH:3][CH:2]=1.N=C=N.C1C=CC2N(O)N=NC=2C=1.[Cl:27][C:28]1[CH:37]=[C:36]2[C:31]([C:32]([NH:38][CH:39]3[CH2:44][CH2:43][CH:42]([NH2:45])[CH2:41][CH2:40]3)=[CH:33][CH:34]=[N:35]2)=[CH:30][CH:29]=1.C(O)C(N)(CO)CO, predict the reaction product. The product is: [Cl:27][C:28]1[CH:37]=[C:36]2[C:31]([C:32]([NH:38][C@@H:39]3[CH2:40][CH2:41][C@H:42]([NH:45][C:11](=[O:13])[CH2:10][CH2:9][CH2:8][CH2:7][C:1]4[CH:2]=[CH:3][CH:4]=[CH:5][CH:6]=4)[CH2:43][CH2:44]3)=[CH:33][CH:34]=[N:35]2)=[CH:30][CH:29]=1. (2) Given the reactants [NH2:1][C:2]1[C:3]([C:7]2[NH:26][C:10]3=[CH:11][C:12]4[C:13]([CH2:24][CH3:25])([CH2:22][CH3:23])[C:14](=[O:21])[N:15]([CH:18]([CH3:20])[CH3:19])[C:16]=4[CH:17]=[C:9]3[N:8]=2)=[N:4][NH:5][CH:6]=1.[CH3:27][C:28]1([C:31](O)=[O:32])[CH2:30][CH2:29]1, predict the reaction product. The product is: [CH2:24]([C:13]1([CH2:22][CH3:23])[C:12]2[CH:11]=[C:10]3[NH:26][C:7]([C:3]4[C:2]([NH:1][C:31]([C:28]5([CH3:27])[CH2:30][CH2:29]5)=[O:32])=[CH:6][NH:5][N:4]=4)=[N:8][C:9]3=[CH:17][C:16]=2[N:15]([CH:18]([CH3:20])[CH3:19])[C:14]1=[O:21])[CH3:25]. (3) Given the reactants [F:1][C:2]1[CH:7]=[C:6]([F:8])[CH:5]=[C:4]([O:9][CH3:10])[C:3]=1[O:11]C1C=CC(C)=CC=1, predict the reaction product. The product is: [F:1][C:2]1[CH:7]=[C:6]([F:8])[CH:5]=[C:4]([O:9][CH3:10])[C:3]=1[OH:11]. (4) Given the reactants [N:1]1([CH2:7][CH2:8][O:9][C:10]2[CH:15]=[CH:14][C:13]([NH2:16])=[CH:12][CH:11]=2)[CH2:6][CH2:5][O:4][CH2:3][CH2:2]1.[CH3:17][O:18][C:19](=[O:31])[C:20]1[C:21](=[C:26](I)[CH:27]=[CH:28][CH:29]=1)[C:22]([O:24][CH3:25])=[O:23].C1C=CC(P(C2C(C3C(P(C4C=CC=CC=4)C4C=CC=CC=4)=CC=C4C=3C=CC=C4)=C3C(C=CC=C3)=CC=2)C2C=CC=CC=2)=CC=1.C(=O)([O-])[O-].[Cs+].[Cs+], predict the reaction product. The product is: [CH3:25][O:24][C:22](=[O:23])[C:21]1[C:20](=[C:29]([NH:16][C:13]2[CH:14]=[CH:15][C:10]([O:9][CH2:8][CH2:7][N:1]3[CH2:6][CH2:5][O:4][CH2:3][CH2:2]3)=[CH:11][CH:12]=2)[CH:28]=[CH:27][CH:26]=1)[C:19]([O:18][CH3:17])=[O:31]. (5) Given the reactants [H-].[Al+3].[Li+].[H-].[H-].[H-].[Cl:7][C:8]1[CH:9]=[CH:10][C:11]2[N:17]3[C:18]([CH3:21])=[N:19][N:20]=[C:16]3[C@@H:15]([CH2:22][C:23](OC)=[O:24])[S:14][C@H:13]([C:27]3[CH:32]=[CH:31][CH:30]=[C:29]([O:33][CH3:34])[C:28]=3[O:35][CH3:36])[C:12]=2[CH:37]=1.C(C(C(C([O-])=O)O)O)([O-])=O.[Na+].[K+], predict the reaction product. The product is: [Cl:7][C:8]1[CH:9]=[CH:10][C:11]2[N:17]3[C:18]([CH3:21])=[N:19][N:20]=[C:16]3[C@@H:15]([CH2:22][CH2:23][OH:24])[S:14][C@H:13]([C:27]3[CH:32]=[CH:31][CH:30]=[C:29]([O:33][CH3:34])[C:28]=3[O:35][CH3:36])[C:12]=2[CH:37]=1.